From a dataset of Full USPTO retrosynthesis dataset with 1.9M reactions from patents (1976-2016). Predict the reactants needed to synthesize the given product. (1) Given the product [F:1][C:2]1[CH:9]=[C:8]([C:10]2[CH:15]=[CH:14][N:13]=[C:12]3[NH:16][C:17]([C:19]4[CH:20]=[N:21][N:22]([CH:24]5[CH2:29][CH2:28][O:27][CH2:26][CH2:25]5)[CH:23]=4)=[N:18][C:11]=23)[CH:7]=[CH:6][C:3]=1[CH2:4][NH:5][C:39]([C:37]1[O:36][N:35]=[C:34]([C:30]([CH3:33])([CH3:32])[CH3:31])[N:38]=1)=[O:40], predict the reactants needed to synthesize it. The reactants are: [F:1][C:2]1[CH:9]=[C:8]([C:10]2[CH:15]=[CH:14][N:13]=[C:12]3[NH:16][C:17]([C:19]4[CH:20]=[N:21][N:22]([CH:24]5[CH2:29][CH2:28][O:27][CH2:26][CH2:25]5)[CH:23]=4)=[N:18][C:11]=23)[CH:7]=[CH:6][C:3]=1[CH2:4][NH2:5].[C:30]([C:34]1[N:38]=[C:37]([C:39](O)=[O:40])[O:36][N:35]=1)([CH3:33])([CH3:32])[CH3:31].C(P1(=O)OP(=O)(CCC)OP(=O)(CCC)O1)CC.C(N(C(C)C)C(C)C)C. (2) Given the product [C:27]([O:72][C:70](=[O:69])[NH:12][CH2:11][CH2:10][CH2:9][CH2:8][CH:7]([NH:6][C:4](=[O:5])[CH:2]([NH:1][C:16]([O:18][C:19]([CH3:22])([CH3:21])[CH3:20])=[O:17])[CH3:3])[C:13](=[O:15])[NH:62][C:61]1[CH:63]=[CH:64][C:58]([C:57]#[C:56][C:53]2[C:52]([F:65])=[C:51]([F:66])[N:50]=[C:49]([F:48])[C:54]=2[F:55])=[CH:59][CH:60]=1)([CH3:26])([CH3:28])[CH3:33], predict the reactants needed to synthesize it. The reactants are: [NH:1]([C:16]([O:18][C:19]([CH3:22])([CH3:21])[CH3:20])=[O:17])[C@H:2]([C:4]([NH:6][C@H:7]([C:13]([OH:15])=O)[CH2:8][CH2:9][CH2:10][CH2:11][NH2:12])=[O:5])[CH3:3].C1C=C[C:26]2N(O)N=N[C:27]=2[CH:28]=1.[CH2:33]1CCC(N=C=NC2CCCCC2)CC1.[F:48][C:49]1[C:54]([F:55])=[C:53]([C:56]#[C:57][C:58]2[CH:64]=[CH:63][C:61]([NH2:62])=[CH:60][CH:59]=2)[C:52]([F:65])=[C:51]([F:66])[N:50]=1.C([O:69][C:70](=[O:72])C)C. (3) The reactants are: Cl.[Cl:2][C:3]1[CH:4]=[C:5]([NH:9]N)[CH:6]=[CH:7][CH:8]=1.C[O:12][C:13]1[CH:18]=[CH:17][C:16]([C:19](=O)[CH2:20][C:21]2[CH:26]=[CH:25][C:24]([O:27]C)=[CH:23][CH:22]=2)=[CH:15][CH:14]=1. Given the product [OH:12][C:13]1[CH:14]=[CH:15][C:16]([C:19]2[NH:9][C:5]3[C:6]([C:20]=2[C:21]2[CH:22]=[CH:23][C:24]([OH:27])=[CH:25][CH:26]=2)=[CH:7][CH:8]=[C:3]([Cl:2])[CH:4]=3)=[CH:17][CH:18]=1, predict the reactants needed to synthesize it.